Dataset: CYP2D6 inhibition data for predicting drug metabolism from PubChem BioAssay. Task: Regression/Classification. Given a drug SMILES string, predict its absorption, distribution, metabolism, or excretion properties. Task type varies by dataset: regression for continuous measurements (e.g., permeability, clearance, half-life) or binary classification for categorical outcomes (e.g., BBB penetration, CYP inhibition). Dataset: cyp2d6_veith. (1) The molecule is CN(C)c1ccc(-c2ccc3ncnc(-n4ccnc4)c3c2)cc1. The result is 1 (inhibitor). (2) The molecule is Brc1ccc2cccnc2c1. The result is 0 (non-inhibitor). (3) The molecule is Cc1cccc2c1OCC/C2=N\NC(=O)COc1ccccc1. The result is 0 (non-inhibitor). (4) The drug is CSc1nc(N)c2ncn([C@@H]3O[C@@H](COP(=O)([O-])OP(=O)([O-])[O-])[C@@H](O)[C@H]3O)c2n1.[Na+].[Na+].[Na+]. The result is 0 (non-inhibitor). (5) The compound is CCC(c1nnnn1CC1CCCO1)N(CCN1CCOCC1)Cc1cc2cc(C)ccc2[nH]c1=O. The result is 0 (non-inhibitor). (6) The drug is S=c1nc[nH]c2c1ncn2Cc1ccco1. The result is 0 (non-inhibitor).